This data is from Experimentally validated miRNA-target interactions with 360,000+ pairs, plus equal number of negative samples. The task is: Binary Classification. Given a miRNA mature sequence and a target amino acid sequence, predict their likelihood of interaction. (1) The miRNA is mmu-miR-704 with sequence AGACAUGUGCUCUGCUCCUAG. The protein sequence of the target gene is MRLPWELLVLQSFMLCLADDYTLHGPVFVQEPSHVMFPLDSEEKKVKLSCEVKGNPKPHIRWKINGTDVDIGMDFRYSVVDGSLLINNPNKTQDAGTYQCIATNSFGTIVSREAKLQFAYLENFKTRTRSTVSVRRGQGMVLLCGPPPHSGELSYAWIFNEYPSYQDNRRFVSQETGNLYIAKVEKSDVGNYTCVVTNTVTNHKVLGPPTPLILRNDGVMGEYEPKIEVQFPETVPAEKGTTVKLECFALGNPVPTILWRRADGKPIARKARRHKSNGILEIPNFQQEDAGSYECVAENS.... Result: 0 (no interaction). (2) The miRNA is dme-miR-8-3p with sequence UAAUACUGUCAGGUAAAGAUGUC. The protein sequence of the target gene is MAGCVARRALAVGSRWWSRSLATTRGSRPLCAVGGAGGLPPVATATTRRHLSSRNRAEGKVLETVGVFEVPKQNGKYETGQLFLHSVFGYRGVVLFPWQARLYDRDVASATPEKAENPAGHGSKEVKGKTHTYYQVLIDARDCPHISQRSQTEAVTFLANHDDSRALYAIPGLDYVSHEDILPYTSTDQVPIQHELFERFLLYDQTKAPPFVARETLRAWQEKNHPWLELSDVHRETTENIRVTVIPFYMGMREAQNSHVYWWRYCIRLENLDSDVVQLRERHWRIFSLSGTLETVRGRG.... Result: 0 (no interaction). (3) The miRNA is hsa-miR-661 with sequence UGCCUGGGUCUCUGGCCUGCGCGU. The protein sequence of the target gene is MGTCDIVTEANISSGPESNTTGITAFSMPSWQLALWATAYLALVLVAVTGNAIVIWIILAHRRMRTVTNYFIVNLALADLCMAAFNAAFNFVYASHNIWYFGRAFCYFQNLFPITAMFVSIYSMTAIAADRYMAIVHPFQPRLSAPSTKAVIAGIWLVALALASPQCFYSTVTMDQGATKCVVAWPEDSGGKTLLLYHLVVIALIYFLPLAVMFVAYSVIGLTLWRRAVPGHQAHGANLRHLQAMKKFVKTMVLVVLTFAICWLPYHLYFILGSFQEDIYCHKFIQQVYLALFWLAMSST.... Result: 1 (interaction). (4) The miRNA is hsa-miR-548b-3p with sequence CAAGAACCUCAGUUGCUUUUGU. The protein sequence of the target gene is MAVALLEEWCKIMGVDVQKSLLVVDIPVDCGEPEIQTVLQEALKCVGSYRLLGKIFQKQDNTSVVLVELMEDTDMSVVPSEVQGKGGVWKVIFKTPNQDTEFLQRLNLFLEKEGQTVAGMFRALKHEGVSPATPPCTSPELLAHLTGQAMVHGQRPLLPVKYCKMRIFSGSTAAAPEEEPFEVWLEQATEIAKEWPIPEAEKKRWVAESLRGPALDLMHIVQADNPSISVGECLEAFKQVFGSTESRRTSQVKYLRTYQQEGEKISAYVLRLETLLRRAVEKRAIPRNIADQVRLEQVMA.... Result: 0 (no interaction). (5) The miRNA is hsa-miR-762 with sequence GGGGCUGGGGCCGGGGCCGAGC. The protein sequence of the target gene is MANEEDDPVVQEIDVYLAKSLAEKLYLFQYPVRPASMTYDDIPHLSAKIKPKQQKVELEMAIDTLNPNYCRSKGEQIALNVDGACADETSTYSSKLMDKQTFCSSQTTSNTSRYAAALYRQGELHLTPLHGILQLRPSFSYLDKADAKHREREAANEAGDSSQDEAEDDVKQITVRFSRPESEQARQRRVQSYEFLQKKHAEEPWVHLHYYGLRDSRSEHERQYLLCPGSSGVENTELVKSPSEYLMMLMPPSQEEEKDKPVAPSNVLSMAQLRTLPLADQIKILMKNVKVMPFANLMSL.... Result: 0 (no interaction).